This data is from Forward reaction prediction with 1.9M reactions from USPTO patents (1976-2016). The task is: Predict the product of the given reaction. (1) Given the reactants Cl[C:2]1[N:3]=[C:4]([N:11]2[CH2:16][CH2:15][O:14][CH2:13][CH2:12]2)[C:5]2[CH:10]=[CH:9][O:8][C:6]=2[N:7]=1.CC1(C)C(C)(C)OB([C:25]2[CH:26]=[N:27][C:28]([NH2:31])=[N:29][CH:30]=2)O1.CC([O-])=O.[K+].C(#N)C, predict the reaction product. The product is: [O:14]1[CH2:15][CH2:16][N:11]([C:4]2[C:5]3[CH:10]=[CH:9][O:8][C:6]=3[N:7]=[C:2]([C:25]3[CH:26]=[N:27][C:28]([NH2:31])=[N:29][CH:30]=3)[N:3]=2)[CH2:12][CH2:13]1. (2) The product is: [Cl:2][C:3]1[CH:11]=[C:10]2[C:6]([C:7]([CH2:18][CH:19]([CH3:21])[CH3:20])=[CH:8][N:9]2[C:12]2[S:13][CH:14]=[C:15]([NH:17][C:30](=[O:37])[C:31]3[CH:36]=[CH:35][CH:34]=[N:33][CH:32]=3)[N:16]=2)=[CH:5][CH:4]=1. Given the reactants Cl.[Cl:2][C:3]1[CH:11]=[C:10]2[C:6]([C:7]([CH2:18][CH:19]([CH3:21])[CH3:20])=[CH:8][N:9]2[C:12]2[S:13][CH:14]=[C:15]([NH2:17])[N:16]=2)=[CH:5][CH:4]=1.C(N(CC)CC)C.Cl.[C:30](Cl)(=[O:37])[C:31]1[CH:36]=[CH:35][CH:34]=[N:33][CH:32]=1, predict the reaction product. (3) Given the reactants [CH2:1]([NH2:4])[CH2:2][NH2:3].[CH:5](=O)[C:6]1[C:7](=[CH:9][CH:10]=[CH:11][CH:12]=1)[OH:8], predict the reaction product. The product is: [CH:11]1[CH:10]=[CH:9][C:7](=[O:8])/[C:6](=[CH:5]\[NH:3][CH2:2][CH2:1][NH:4]/[CH:5]=[C:6]2\[C:7]([CH:9]=[CH:10][CH:11]=[CH:12]\2)=[O:8])/[CH:12]=1. (4) Given the reactants Br[C:2]1[CH:3]=[N:4][C:5]2[C:10]([C:11]=1[C:12]1[C:17]([O:18][CH3:19])=[CH:16][C:15]([C:20]3[CH:25]=[CH:24][CH:23]=[C:22]([F:26])[CH:21]=3)=[C:14]([Cl:27])[CH:13]=1)=[CH:9][CH:8]=[C:7]([S:28]([NH:31][C:32]1[CH:36]=[CH:35][O:34][N:33]=1)(=[O:30])=[O:29])[CH:6]=2.C(=O)([O-])[O-].[K+].[K+].CN(C=O)C.[CH2:48](B(CC)CC)[CH3:49], predict the reaction product. The product is: [Cl:27][C:14]1[CH:13]=[C:12]([C:11]2[C:10]3[C:5](=[CH:6][C:7]([S:28]([NH:31][C:32]4[CH:36]=[CH:35][O:34][N:33]=4)(=[O:29])=[O:30])=[CH:8][CH:9]=3)[N:4]=[CH:3][C:2]=2[CH2:48][CH3:49])[C:17]([O:18][CH3:19])=[CH:16][C:15]=1[C:20]1[CH:25]=[CH:24][CH:23]=[C:22]([F:26])[CH:21]=1. (5) Given the reactants Cl[C:2]1[N:12]=[CH:11][C:10]2[O:9][CH2:8][CH2:7][N:6]3[CH:13]=[C:14]([C:16]4[N:20]([CH:21]([CH3:23])[CH3:22])[N:19]=[CH:18][N:17]=4)[N:15]=[C:5]3[C:4]=2[CH:3]=1.[CH3:24][C:25]1([CH3:32])[O:29][CH:28]([CH2:30][NH2:31])[CH2:27][O:26]1.CC(C1C=C(C(C)C)C(C2C=CC=CC=2P(C2CCCCC2)C2CCCCC2)=C(C(C)C)C=1)C.CC(C)([O-])C.[Na+].O1CCOCC1, predict the reaction product. The product is: [CH3:24][C:25]1([CH3:32])[O:29][CH:28]([CH2:30][NH:31][C:2]2[N:12]=[CH:11][C:10]3[O:9][CH2:8][CH2:7][N:6]4[CH:13]=[C:14]([C:16]5[N:20]([CH:21]([CH3:23])[CH3:22])[N:19]=[CH:18][N:17]=5)[N:15]=[C:5]4[C:4]=3[CH:3]=2)[CH2:27][O:26]1. (6) Given the reactants [Cl:1][C:2]1[CH:7]=[CH:6][C:5]([NH:8][C:9]2[CH:14]=[CH:13][N:12]3[N:15]=[CH:16][C:17]([CH:18]=O)=[C:11]3[N:10]=2)=[CH:4][CH:3]=1.[S:20]1[CH2:24][C:23](=[O:25])[NH:22][C:21]1=[O:26].N1CCCCC1, predict the reaction product. The product is: [Cl:1][C:2]1[CH:3]=[CH:4][C:5]([NH:8][C:9]2[CH:14]=[CH:13][N:12]3[N:15]=[CH:16][C:17]([CH:18]=[C:24]4[S:20][C:21](=[O:26])[NH:22][C:23]4=[O:25])=[C:11]3[N:10]=2)=[CH:6][CH:7]=1. (7) The product is: [F:1][CH:2]([CH2:28][CH2:29][CH3:30])[CH2:3][N:4]1[CH2:9][CH2:8][CH:7]([CH2:10][O:11][C:12]2[CH:17]=[CH:16][C:15]([C:18]3[CH:19]=[CH:20][C:21]([C:24]([OH:26])=[O:25])=[CH:22][CH:23]=3)=[CH:14][CH:13]=2)[CH2:6][CH2:5]1. Given the reactants [F:1][CH:2]([CH2:28][CH2:29][CH3:30])[CH2:3][N:4]1[CH2:9][CH2:8][CH:7]([CH2:10][O:11][C:12]2[CH:17]=[CH:16][C:15]([C:18]3[CH:23]=[CH:22][C:21]([C:24]([O:26]C)=[O:25])=[CH:20][CH:19]=3)=[CH:14][CH:13]=2)[CH2:6][CH2:5]1.CO.O.O[Li].O, predict the reaction product.